This data is from Reaction yield outcomes from USPTO patents with 853,638 reactions. The task is: Predict the reaction yield, written as a fraction of the theoretical maximum amount of product (1.0 means a 100% yield; for example, 0.34 means a 34% yield). (1) The reactants are [CH2:1]([O:3][C:4]([C:6]1[CH:7]=[N:8][N:9]([C:11]2[N:15](COCCOC)[C:14]3[CH:22]=[C:23]([Cl:34])[C:24]([S:26][CH2:27][C:28]4[CH:33]=[CH:32][CH:31]=[CH:30][CH:29]=4)=[CH:25][C:13]=3[N:12]=2)[CH:10]=1)=[O:5])[CH3:2].Cl.O1CCOCC1. The catalyst is CCO. The product is [CH2:1]([O:3][C:4]([C:6]1[CH:7]=[N:8][N:9]([C:11]2[NH:15][C:14]3[CH:22]=[C:23]([Cl:34])[C:24]([S:26][CH2:27][C:28]4[CH:33]=[CH:32][CH:31]=[CH:30][CH:29]=4)=[CH:25][C:13]=3[N:12]=2)[CH:10]=1)=[O:5])[CH3:2]. The yield is 0.870. (2) The reactants are [CH3:1][C:2]1[C:3](=[O:8])[CH2:4][CH2:5][CH2:6][CH:7]=1.[CH3:9]C1CCCCC1=O.BrN1C(=O)CCC1=O.[Li+].[Br-]. The catalyst is C(Cl)(Cl)(Cl)Cl. The product is [CH2:1]([CH:2]1[CH2:7][CH2:6][CH2:5][CH2:4][C:3]1=[O:8])[CH3:9]. The yield is 0.740. (3) The product is [C:31]([N:3]1[C:4]2[C:9](=[CH:8][C:7]([C:35]3[CH:44]=[CH:43][C:38]([C:39]([O:41][CH2:42][CH3:45])=[O:40])=[CH:37][N:36]=3)=[CH:6][CH:5]=2)[C@H:10]([NH:12][C:13]2[CH:18]=[CH:17][C:16]([N+:19]([O-:21])=[O:20])=[CH:15][N:14]=2)[CH2:11][C@@H:2]1[CH3:1])(=[O:33])[CH3:32]. The catalyst is C1C=CC(/C=C/C(/C=C/C2C=CC=CC=2)=O)=CC=1.C1C=CC(/C=C/C(/C=C/C2C=CC=CC=2)=O)=CC=1.[Pd].C(O)C. The yield is 0.683. The reactants are [CH3:1][C@H:2]1[CH2:11][C@@H:10]([NH:12][C:13]2[CH:18]=[CH:17][C:16]([N+:19]([O-:21])=[O:20])=[CH:15][N:14]=2)[C:9]2[C:4](=[CH:5][CH:6]=[C:7](B3OC(C)(C)C(C)(C)O3)[CH:8]=2)[N:3]1[C:31](=[O:33])[CH3:32].Br[C:35]1[CH:44]=[CH:43][C:38]([C:39]([O:41][CH3:42])=[O:40])=[CH:37][N:36]=1.[C:45](=O)([O-])[O-].[K+].[K+].C1(C)C=CC=CC=1. (4) The reactants are [H-].[Na+].[OH:3][C@H:4]1[CH2:23][N:7]2[C:8](=[O:22])[N:9]([C:11]3[CH:16]=[CH:15][C:14]([O:17][C:18]([F:21])([F:20])[F:19])=[CH:13][CH:12]=3)[CH2:10][C@@H:6]2[CH2:5]1.Br[CH:25]([C:27]1[CH:32]=[CH:31][CH:30]=[CH:29][CH:28]=1)[CH3:26].O. The catalyst is C1COCC1. The product is [C:27]1([CH:25]([O:3][C@H:4]2[CH2:23][N:7]3[C:8](=[O:22])[N:9]([C:11]4[CH:16]=[CH:15][C:14]([O:17][C:18]([F:21])([F:19])[F:20])=[CH:13][CH:12]=4)[CH2:10][C@@H:6]3[CH2:5]2)[CH3:26])[CH:32]=[CH:31][CH:30]=[CH:29][CH:28]=1. The yield is 0.300.